From a dataset of Catalyst prediction with 721,799 reactions and 888 catalyst types from USPTO. Predict which catalyst facilitates the given reaction. (1) Reactant: [Cl:1][C:2]1[CH:3]=[C:4]([C:9]([SH:31])([C:27]([F:30])([F:29])[F:28])[CH2:10][C:11]([C:13]2[CH:25]=[CH:24][C:16]([C:17]([NH:19][CH:20]3[CH2:23][S:22][CH2:21]3)=[O:18])=[C:15]([CH3:26])[CH:14]=2)=O)[CH:5]=[C:6]([Cl:8])[CH:7]=1.[NH2:32]OS(O)(=O)=O.[OH-].[K+]. Product: [Cl:1][C:2]1[CH:3]=[C:4]([C:9]2([C:27]([F:30])([F:29])[F:28])[S:31][N:32]=[C:11]([C:13]3[CH:25]=[CH:24][C:16]([C:17]([NH:19][CH:20]4[CH2:23][S:22][CH2:21]4)=[O:18])=[C:15]([CH3:26])[CH:14]=3)[CH2:10]2)[CH:5]=[C:6]([Cl:8])[CH:7]=1. The catalyst class is: 30. (2) Product: [CH3:17][O:18][C:19]1[CH:24]=[CH:23][CH:22]=[CH:21][C:20]=1[C:2]1[CH:3]=[CH:4][C:5]([CH2:8][P:9](=[O:16])([O:13][CH2:14][CH3:15])[O:10][CH2:11][CH3:12])=[N:6][CH:7]=1. The catalyst class is: 108. Reactant: Br[C:2]1[CH:3]=[CH:4][C:5]([CH2:8][P:9](=[O:16])([O:13][CH2:14][CH3:15])[O:10][CH2:11][CH3:12])=[N:6][CH:7]=1.[CH3:17][O:18][C:19]1[CH:24]=[CH:23][CH:22]=[CH:21][C:20]=1B(O)O.C(=O)([O-])O.[Na+]. (3) Reactant: [CH2:1]([NH2:8])[C:2]1[CH:7]=[CH:6][CH:5]=[CH:4][CH:3]=1.[S:9]1[CH:13]=[CH:12][CH:11]=[C:10]1[C:14](Cl)=[O:15]. Product: [CH2:1]([NH:8][C:14]([C:10]1[S:9][CH:13]=[CH:12][CH:11]=1)=[O:15])[C:2]1[CH:7]=[CH:6][CH:5]=[CH:4][CH:3]=1. The catalyst class is: 2. (4) Reactant: CC(C1C=C(C(C)C)C(C2C=CC=CC=2P(C2CCCCC2)C2CCCCC2)=C([CH:32]([CH3:34])C)C=1)C.[C:35](=[O:38])([O-])[O-:36].[Cs+].[Cs+].Cl.C(OC(=O)C[CH2:47][NH2:48])C.Br[C:51]1[CH:56]=[CH:55][C:54]([O:57][C:58]([F:61])([F:60])[F:59])=[CH:53][CH:52]=1. Product: [F:59][C:58]([F:61])([F:60])[O:57][C:54]1[CH:55]=[CH:56][C:51]([NH:48][CH2:47][C:35]([O:36][CH2:32][CH3:34])=[O:38])=[CH:52][CH:53]=1. The catalyst class is: 167. (5) Reactant: [CH2:1]([N:4]1[CH2:9][CH:8]2[CH:6]([C:7]2([C:11]2[CH:12]=[C:13]([CH:15]=[CH:16][CH:17]=2)[NH2:14])[CH3:10])[CH2:5]1)[CH:2]=[CH2:3].[CH3:18][S:19](Cl)(=[O:21])=[O:20]. Product: [CH2:1]([N:4]1[CH2:5][CH:6]2[CH:8]([C:7]2([C:11]2[CH:12]=[C:13]([NH:14][S:19]([CH3:18])(=[O:21])=[O:20])[CH:15]=[CH:16][CH:17]=2)[CH3:10])[CH2:9]1)[CH:2]=[CH2:3]. The catalyst class is: 17. (6) Reactant: Br[C:2]1[CH:3]=[C:4]2[C:8](=[CH:9][CH:10]=1)[NH:7][N:6]=[C:5]2[CH3:11].CC1(C)C(C)(C)OB([C:20]2[CH:21]=[C:22]3[C:27](=[CH:28][CH:29]=2)[CH:26]=[C:25]([NH:30][C:31]([C:33]2[CH:37]=[CH:36][S:35][CH:34]=2)=[O:32])[CH:24]=[CH:23]3)O1.C([O-])([O-])=O.[K+].[K+].O1CCOCC1. Product: [CH3:11][C:5]1[C:4]2[C:8](=[CH:9][CH:10]=[C:2]([C:20]3[CH:21]=[C:22]4[C:27](=[CH:28][CH:29]=3)[CH:26]=[C:25]([NH:30][C:31]([C:33]3[CH:37]=[CH:36][S:35][CH:34]=3)=[O:32])[CH:24]=[CH:23]4)[CH:3]=2)[NH:7][N:6]=1. The catalyst class is: 386. (7) Reactant: [C:1]([O:5][C:6](=[O:24])[CH2:7][C:8](=[O:23])[CH2:9][CH2:10][C:11]1[CH:16]=[CH:15][C:14]([C:17]2[CH:22]=[CH:21][CH:20]=[CH:19][CH:18]=2)=[CH:13][CH:12]=1)([CH3:4])([CH3:3])[CH3:2].[H-].[Na+].Br[CH2:28][CH2:29][O:30][Si:31]([C:34]([CH3:37])([CH3:36])[CH3:35])([CH3:33])[CH3:32]. Product: [C:14]1([C:17]2[CH:18]=[CH:19][CH:20]=[CH:21][CH:22]=2)[CH:13]=[CH:12][C:11]([CH2:10][CH2:9][C:8](=[O:23])[CH:7]([CH2:28][CH2:29][O:30][Si:31]([C:34]([CH3:37])([CH3:36])[CH3:35])([CH3:33])[CH3:32])[C:6]([O:5][C:1]([CH3:4])([CH3:2])[CH3:3])=[O:24])=[CH:16][CH:15]=1. The catalyst class is: 9. (8) Reactant: [CH3:1][C:2]1[CH:7]=[CH:6][C:5]([S:8]([NH:11][C@@H:12]([C:14]([O:16][CH3:17])=[O:15])[CH3:13])(=[O:10])=[O:9])=[CH:4][CH:3]=1.C(=O)([O-])[O-].[Cs+].[Cs+].Br[CH2:25][C:26]([O:28][CH3:29])=[O:27]. Product: [CH3:29][O:28][C:26](=[O:27])[CH2:25][N:11]([S:8]([C:5]1[CH:6]=[CH:7][C:2]([CH3:1])=[CH:3][CH:4]=1)(=[O:9])=[O:10])[C@@H:12]([C:14]([O:16][CH3:17])=[O:15])[CH3:13]. The catalyst class is: 3. (9) Reactant: C[O:2][C:3]1[CH:4]=[C:5]([C:11]2[S:19][C:18]3[C:13](=[N:14][CH:15]=[CH:16][C:17]=3[O:20][C:21]3[CH:26]=[CH:25][C:24]([N+:27]([O-:29])=[O:28])=[CH:23][C:22]=3[F:30])[CH:12]=2)[CH:6]=[CH:7][C:8]=1[O:9]C.B(Br)(Br)Br.CO.[OH-].[Na+]. Product: [F:30][C:22]1[CH:23]=[C:24]([N+:27]([O-:29])=[O:28])[CH:25]=[CH:26][C:21]=1[O:20][C:17]1[CH:16]=[CH:15][N:14]=[C:13]2[CH:12]=[C:11]([C:5]3[CH:4]=[C:3]([OH:2])[C:8]([OH:9])=[CH:7][CH:6]=3)[S:19][C:18]=12. The catalyst class is: 4.